Dataset: NCI-60 drug combinations with 297,098 pairs across 59 cell lines. Task: Regression. Given two drug SMILES strings and cell line genomic features, predict the synergy score measuring deviation from expected non-interaction effect. (1) Drug 1: CC1=C(C(=CC=C1)Cl)NC(=O)C2=CN=C(S2)NC3=CC(=NC(=N3)C)N4CCN(CC4)CCO. Drug 2: CC1CCC2CC(C(=CC=CC=CC(CC(C(=O)C(C(C(=CC(C(=O)CC(OC(=O)C3CCCCN3C(=O)C(=O)C1(O2)O)C(C)CC4CCC(C(C4)OC)OCCO)C)C)O)OC)C)C)C)OC. Cell line: SW-620. Synergy scores: CSS=5.50, Synergy_ZIP=-1.99, Synergy_Bliss=-1.61, Synergy_Loewe=-0.832, Synergy_HSA=-0.668. (2) Drug 1: CN(CC1=CN=C2C(=N1)C(=NC(=N2)N)N)C3=CC=C(C=C3)C(=O)NC(CCC(=O)O)C(=O)O. Drug 2: CCC1(C2=C(COC1=O)C(=O)N3CC4=CC5=C(C=CC(=C5CN(C)C)O)N=C4C3=C2)O.Cl. Cell line: SW-620. Synergy scores: CSS=42.8, Synergy_ZIP=-7.49, Synergy_Bliss=-8.19, Synergy_Loewe=-8.65, Synergy_HSA=-2.12. (3) Drug 1: CN(CC1=CN=C2C(=N1)C(=NC(=N2)N)N)C3=CC=C(C=C3)C(=O)NC(CCC(=O)O)C(=O)O. Drug 2: C1CC(C1)(C(=O)O)C(=O)O.[NH2-].[NH2-].[Pt+2]. Cell line: RPMI-8226. Synergy scores: CSS=40.5, Synergy_ZIP=-6.99, Synergy_Bliss=-8.78, Synergy_Loewe=-31.9, Synergy_HSA=-5.23. (4) Drug 1: COC1=CC(=CC(=C1O)OC)C2C3C(COC3=O)C(C4=CC5=C(C=C24)OCO5)OC6C(C(C7C(O6)COC(O7)C8=CC=CS8)O)O. Drug 2: C1=CC(=CC=C1C#N)C(C2=CC=C(C=C2)C#N)N3C=NC=N3. Cell line: MOLT-4. Synergy scores: CSS=83.4, Synergy_ZIP=11.6, Synergy_Bliss=11.0, Synergy_Loewe=-13.8, Synergy_HSA=11.3. (5) Drug 1: CCC1=C2CN3C(=CC4=C(C3=O)COC(=O)C4(CC)O)C2=NC5=C1C=C(C=C5)O. Drug 2: C(CC(=O)O)C(=O)CN.Cl. Cell line: RXF 393. Synergy scores: CSS=9.99, Synergy_ZIP=-4.37, Synergy_Bliss=-2.19, Synergy_Loewe=-26.9, Synergy_HSA=-0.900. (6) Drug 1: CN(C)C(=N)N=C(N)N. Drug 2: CC1CC(C(C(C=C(C(C(C=CC=C(C(=O)NC2=CC(=O)C(=C(C1)C2=O)OC)C)OC)OC(=O)N)C)C)O)OC. Cell line: NCIH23. Synergy scores: CSS=33.9, Synergy_ZIP=-1.01, Synergy_Bliss=-6.73, Synergy_Loewe=-12.6, Synergy_HSA=-5.09. (7) Drug 1: CC1=C(C=C(C=C1)NC2=NC=CC(=N2)N(C)C3=CC4=NN(C(=C4C=C3)C)C)S(=O)(=O)N.Cl. Drug 2: C1CCC(C(C1)N)N.C(=O)(C(=O)[O-])[O-].[Pt+4]. Cell line: SF-295. Synergy scores: CSS=13.3, Synergy_ZIP=-5.41, Synergy_Bliss=-4.40, Synergy_Loewe=-9.84, Synergy_HSA=-2.23.